This data is from Reaction yield outcomes from USPTO patents with 853,638 reactions. The task is: Predict the reaction yield, written as a fraction of the theoretical maximum amount of product (1.0 means a 100% yield; for example, 0.34 means a 34% yield). (1) The reactants are [CH3:1][C:2]1[O:3][CH:4]=[CH:5][C:6]=1[C:7](=[O:15])[CH2:8][C:9]1[CH:10]=[N:11][CH:12]=[CH:13][CH:14]=1.CO[CH:18](OC)[N:19]([CH3:21])[CH3:20]. No catalyst specified. The product is [CH3:18][N:19]([CH3:21])[CH:20]=[C:8]([C:9]1[CH:10]=[N:11][CH:12]=[CH:13][CH:14]=1)[C:7]([C:6]1[CH:5]=[CH:4][O:3][C:2]=1[CH3:1])=[O:15]. The yield is 0.490. (2) The reactants are Br[C:2]1[S:6][C:5]([NH:7][C:8]([NH:10][C:11]2[CH:16]=[CH:15][C:14]([CH3:17])=[CH:13][C:12]=2[C:18]([CH:20]2[CH2:24][CH2:23][CH2:22][CH2:21]2)=[O:19])=[O:9])=[N:4][CH:3]=1.[CH3:25][O:26][C:27](=[O:31])[CH:28]([SH:30])[CH3:29]. No catalyst specified. The product is [CH3:25][O:26][C:27](=[O:31])[CH:28]([S:30][C:2]1[S:6][C:5]([NH:7][C:8]([NH:10][C:11]2[CH:16]=[CH:15][C:14]([CH3:17])=[CH:13][C:12]=2[C:18]([CH:20]2[CH2:24][CH2:23][CH2:22][CH2:21]2)=[O:19])=[O:9])=[N:4][CH:3]=1)[CH3:29]. The yield is 0.280.